Dataset: Catalyst prediction with 721,799 reactions and 888 catalyst types from USPTO. Task: Predict which catalyst facilitates the given reaction. (1) Reactant: Br[C:2]1[CH:3]=[C:4]([NH:10][C@H:11]([CH2:15][CH:16]2[CH2:18][CH2:17]2)[C:12]([NH2:14])=[O:13])[CH:5]=[N:6][C:7]=1[C:8]#[N:9].Cl.[CH3:20][C:21]1[CH:25]=[C:24]([NH2:26])[S:23][N:22]=1.C([O-])([O-])=O.[K+].[K+].CC1(C)C2C(=C(P(C3C=CC=CC=3)C3C=CC=CC=3)C=CC=2)OC2C(P(C3C=CC=CC=3)C3C=CC=CC=3)=CC=CC1=2. Product: [C:8]([C:7]1[N:6]=[CH:5][C:4]([NH:10][C@H:11]([CH2:15][CH:16]2[CH2:18][CH2:17]2)[C:12]([NH2:14])=[O:13])=[CH:3][C:2]=1[NH:26][C:24]1[S:23][N:22]=[C:21]([CH3:20])[CH:25]=1)#[N:9]. The catalyst class is: 62. (2) Reactant: [NH2:1][C:2]1[CH:28]=[CH:27][C:5]([CH2:6][C:7]2[C:11]3[C:12](=[O:26])[N:13]([C:20]4[CH:25]=[CH:24][CH:23]=[CH:22][CH:21]=4)[C:14]4[N:15]=[CH:16][CH:17]=[CH:18][C:19]=4[C:10]=3[NH:9][N:8]=2)=[CH:4][CH:3]=1.[CH3:29][S:30](Cl)(=[O:32])=[O:31].O. Product: [CH3:29][S:30]([NH:1][C:2]1[CH:28]=[CH:27][C:5]([CH2:6][C:7]2[C:11]3[C:12](=[O:26])[N:13]([C:20]4[CH:25]=[CH:24][CH:23]=[CH:22][CH:21]=4)[C:14]4[N:15]=[CH:16][CH:17]=[CH:18][C:19]=4[C:10]=3[NH:9][N:8]=2)=[CH:4][CH:3]=1)(=[O:32])=[O:31]. The catalyst class is: 17. (3) Reactant: [Br:1][C:2]1[CH:3]=[C:4]([CH:8]=[CH:9][C:10]=1[CH3:11])[C:5](O)=[O:6].C(Cl)(=O)C(Cl)=O.C[N:19](C=O)C.[NH4+].[OH-]. Product: [Br:1][C:2]1[CH:3]=[C:4]([CH:8]=[CH:9][C:10]=1[CH3:11])[C:5]([NH2:19])=[O:6]. The catalyst class is: 2. (4) Reactant: Br[C:2]1[CH:7]=[N:6][C:5]([I:8])=[CH:4][N:3]=1.[C:9](=O)([O-])[O-].[Cs+].[Cs+].C[N:16]1[CH2:21][CH2:20][NH:19][CH2:18][CH2:17]1. Product: [I:8][C:5]1[N:6]=[CH:7][C:2]([N:16]2[CH2:21][CH2:20][NH:19][CH:18]([CH3:9])[CH2:17]2)=[N:3][CH:4]=1. The catalyst class is: 3. (5) Reactant: CN(C(ON1N=NC2C=CC=CC1=2)=[N+](C)C)C.[B-](F)(F)(F)F.[O:23]=[C:24]1[NH:32][C:27]2=[N:28][CH:29]=[CH:30][CH:31]=[C:26]2[N:25]1[CH:33]1[CH2:38][CH2:37][N:36]([C:39]2[N:44]=[CH:43][N:42]=[C:41]([C:45](O)=[O:46])[CH:40]=2)[CH2:35][CH2:34]1.[N+:48]([C:51]1[CH:59]=[CH:58][CH:57]=[C:56]2[C:52]=1[CH2:53][CH2:54][NH:55]2)([O-:50])=[O:49].C(N(CC)CC)C. The catalyst class is: 18. Product: [N+:48]([C:51]1[CH:59]=[CH:58][CH:57]=[C:56]2[C:52]=1[CH2:53][CH2:54][N:55]2[C:45]([C:41]1[N:42]=[CH:43][N:44]=[C:39]([N:36]2[CH2:37][CH2:38][CH:33]([N:25]3[C:26]4[C:27](=[N:28][CH:29]=[CH:30][CH:31]=4)[NH:32][C:24]3=[O:23])[CH2:34][CH2:35]2)[CH:40]=1)=[O:46])([O-:50])=[O:49]. (6) Reactant: [C:1]([N:4]=[C:5]=S)(=[O:3])[CH3:2].[NH2:7][C:8]1[C:9]([NH:23][C@@H:24]2[CH2:29][CH2:28][C@H:27]([C:30]([NH:32][CH:33]([CH3:35])[CH3:34])=[O:31])[CH2:26][CH2:25]2)=[CH:10][C:11]([O:14][CH2:15][CH2:16][N:17]2[CH2:22][CH2:21][CH2:20][CH2:19][CH2:18]2)=[N:12][CH:13]=1.NC(N)=S.C(Cl)CCl.CCN(C(C)C)C(C)C. Product: [NH4+:4].[OH-:3].[C:1]([NH:4][C:5]1[N:23]([C@@H:24]2[CH2:25][CH2:26][C@H:27]([C:30]([NH:32][CH:33]([CH3:35])[CH3:34])=[O:31])[CH2:28][CH2:29]2)[C:9]2[CH:10]=[C:11]([O:14][CH2:15][CH2:16][N:17]3[CH2:22][CH2:21][CH2:20][CH2:19][CH2:18]3)[N:12]=[CH:13][C:8]=2[N:7]=1)(=[O:3])[CH3:2]. The catalyst class is: 169. (7) Reactant: [CH3:1][N:2]1[CH:7]=[C:6]([C:8]([F:11])([F:10])[F:9])[CH:5]=[C:4]([N+:12]([O-])=O)[C:3]1=[O:15]. Product: [NH2:12][C:4]1[C:3](=[O:15])[N:2]([CH3:1])[CH:7]=[C:6]([C:8]([F:9])([F:10])[F:11])[CH:5]=1. The catalyst class is: 358.